This data is from Catalyst prediction with 721,799 reactions and 888 catalyst types from USPTO. The task is: Predict which catalyst facilitates the given reaction. (1) Reactant: [Cl-].[Al+3].[Cl-].[Cl-].[C:5](Cl)(=[O:7])[CH3:6].[CH3:9][C:10]1[CH:15]=[CH:14][C:13]([OH:16])=[CH:12][CH:11]=1. Product: [CH3:9][C:10]1[CH:15]=[CH:14][C:13]([O:16][C:5](=[O:7])[CH3:6])=[CH:12][CH:11]=1. The catalyst class is: 2. (2) Reactant: [CH2:1]([C:3]1[CH:11]=[CH:10][C:9]2[NH:12][CH2:13][C:14](=[O:16])[CH2:15][N:7]3[C:8]=2[C:4]=1[CH:5]=[C:6]3[C:17](O)=[O:18])[CH3:2].S([C:24]1[CH:30]=[CH:29][C:27]([CH3:28])=[CH:26][CH:25]=1)(O)(=O)=O.S(C1C=CC(C)=CC=1)(O)(=O)=O.[NH2:42][C@@H:43](CC1C=CC=CC=1)[C@H:44]([OH:56])[CH2:45][NH:46][CH2:47][C:48]1[CH:53]=[CH:52][CH:51]=[C:50]([O:54][CH3:55])[CH:49]=1.Cl.CN(C)CCCN=C=NCC.O.ON1C2C=CC=CC=2N=N1.C(N1CCOCC1)C.C([O-])(O)=O.[Na+]. Product: [CH2:28]([C@H:43]([NH:42][C:17]([C:6]1[N:7]2[CH2:15][C:14](=[O:16])[CH2:13][NH:12][C:9]3[CH:10]=[CH:11][C:3]([CH2:1][CH3:2])=[C:4]([CH:5]=1)[C:8]2=3)=[O:18])[C@H:44]([OH:56])[CH2:45][NH:46][CH2:47][C:48]1[CH:53]=[CH:52][CH:51]=[C:50]([O:54][CH3:55])[CH:49]=1)[C:27]1[CH:29]=[CH:30][CH:24]=[CH:25][CH:26]=1. The catalyst class is: 85. (3) Reactant: [CH3:1][O:2][C:3]1[CH:22]=[C:21]([O:23][CH3:24])[CH:20]=[CH:19][C:4]=1[C:5]([C:7]1[CH:12]=[CH:11][C:10]([O:13][CH2:14][CH2:15][O:16]C=C)=[CH:9][CH:8]=1)=[O:6].C1(C)C=CC(S([O-])(=O)=O)=CC=1.[NH+]1C=CC=CC=1.O.C(=O)([O-])[O-].[Na+].[Na+]. Product: [CH3:1][O:2][C:3]1[CH:22]=[C:21]([O:23][CH3:24])[CH:20]=[CH:19][C:4]=1[C:5]([C:7]1[CH:12]=[CH:11][C:10]([O:13][CH2:14][CH2:15][OH:16])=[CH:9][CH:8]=1)=[O:6]. The catalyst class is: 21. (4) Reactant: [NH2:1][C@H:2]([C:4]([OH:6])=[O:5])[CH3:3].[OH-].[Na+].[C:9](Cl)(=[O:21])[CH2:10][CH2:11][CH2:12][CH2:13][CH2:14][CH2:15][CH2:16][CH2:17][CH2:18][CH2:19][CH3:20].S(=O)(=O)(O)O. Product: [C:9]([NH:1][C@H:2]([C:4]([OH:6])=[O:5])[CH3:3])(=[O:21])[CH2:10][CH2:11][CH2:12][CH2:13][CH2:14][CH2:15][CH2:16][CH2:17][CH2:18][CH2:19][CH3:20]. The catalyst class is: 6.